This data is from Forward reaction prediction with 1.9M reactions from USPTO patents (1976-2016). The task is: Predict the product of the given reaction. (1) Given the reactants C([N:8]1[CH2:12][C@H:11]2[CH2:13][N:14]([C:16]([O:18][C:19]([CH3:22])([CH3:21])[CH3:20])=[O:17])[CH2:15][C@@H:10]2[CH2:9]1)C1C=CC=CC=1, predict the reaction product. The product is: [CH2:13]1[C@@H:11]2[CH2:12][NH:8][CH2:9][C@H:10]2[CH2:15][N:14]1[C:16]([O:18][C:19]([CH3:22])([CH3:21])[CH3:20])=[O:17]. (2) Given the reactants Br[C:2]1[N:3]=[C:4]2[C:9](=[N:10][CH:11]=1)[N:8]=[CH:7][N:6]([CH3:12])[C:5]2=[O:13].[N:14]1([C:20]([O:22][C:23]([CH3:26])([CH3:25])[CH3:24])=[O:21])[CH2:19][CH2:18][NH:17][CH2:16][CH2:15]1, predict the reaction product. The product is: [CH3:12][N:6]1[C:5](=[O:13])[C:4]2[C:9](=[N:10][CH:11]=[C:2]([N:17]3[CH2:16][CH2:15][N:14]([C:20]([O:22][C:23]([CH3:26])([CH3:25])[CH3:24])=[O:21])[CH2:19][CH2:18]3)[N:3]=2)[N:8]=[CH:7]1.